This data is from Reaction yield outcomes from USPTO patents with 853,638 reactions. The task is: Predict the reaction yield, written as a fraction of the theoretical maximum amount of product (1.0 means a 100% yield; for example, 0.34 means a 34% yield). The reactants are [CH2:1]([CH:3]([CH2:11][CH2:12][CH2:13][CH3:14])[CH2:4][C:5]1[CH:10]=[CH:9][CH:8]=[CH:7][CH:6]=1)[CH3:2].[Br:15]Br.Br.[OH-].[Na+]. The catalyst is C(Cl)(Cl)(Cl)Cl. The product is [Br:15][C:8]1[CH:7]=[CH:6][C:5]([CH2:4][CH:3]([CH2:1][CH3:2])[CH2:11][CH2:12][CH2:13][CH3:14])=[CH:10][CH:9]=1. The yield is 0.810.